Dataset: HIV replication inhibition screening data with 41,000+ compounds from the AIDS Antiviral Screen. Task: Binary Classification. Given a drug SMILES string, predict its activity (active/inactive) in a high-throughput screening assay against a specified biological target. (1) The molecule is O=P(NC12CC3CC(CC(C3)C1)C2)(N1CC1)N1CC1. The result is 0 (inactive). (2) The molecule is Cc1ccc(C)c(N2C(=O)C(=O)C(c3nc4ccccc4o3)C(=NN)C2=O)c1. The result is 0 (inactive). (3) The molecule is O=C(Nc1ccc(S(=O)(=O)c2ccc(NS(=O)(=O)Cc3ccccc3[N+](=O)[O-])cc2)cc1)c1ccccc1SSc1ccccc1C(=O)Nc1ccc(S(=O)(=O)c2ccc(NS(=O)(=O)Cc3ccccc3[N+](=O)[O-])cc2)cc1. The result is 1 (active).